From a dataset of Forward reaction prediction with 1.9M reactions from USPTO patents (1976-2016). Predict the product of the given reaction. (1) Given the reactants [NH2:1][C:2]1[N:7]=[CH:6][C:5]([C:8]2[CH:13]=[CH:12][C:11]([S:14]([NH:17][CH:18]3[CH2:20][CH2:19]3)(=[O:16])=[O:15])=[CH:10][CH:9]=2)=[CH:4][C:3]=1Br.[C:22]([C:25]1[CH:26]=[CH:27][C:28](B(O)O)=[N:29][CH:30]=1)(=[O:24])[NH2:23], predict the reaction product. The product is: [NH2:1][C:2]1[C:3]([C:28]2[CH:27]=[CH:26][C:25]([C:22]([NH2:23])=[O:24])=[CH:30][N:29]=2)=[CH:4][C:5]([C:8]2[CH:13]=[CH:12][C:11]([S:14](=[O:16])(=[O:15])[NH:17][CH:18]3[CH2:20][CH2:19]3)=[CH:10][CH:9]=2)=[CH:6][N:7]=1. (2) Given the reactants [CH3:1][N:2]([CH3:10])[C:3]1[CH:8]=[CH:7][C:6]([NH2:9])=[CH:5][CH:4]=1.[S:11]([O-])([O-:14])(=[O:13])=[S:12], predict the reaction product. The product is: [NH2:9][C:6]1[CH:7]=[CH:8][C:3]([N:2]([CH3:10])[CH3:1])=[CH:4][C:5]=1[S:12][SH:11](=[O:14])=[O:13]. (3) Given the reactants [F:1][C:2]1[CH:3]=[C:4]([C:8]2[CH:13]=[CH:12][C:11]([CH2:14][O:15][CH2:16][CH:17]3[C:21](=[O:22])[N:20]([CH:23]([CH:27]([CH3:29])[CH3:28])[C:24](O)=[O:25])[C:19](=[O:30])[NH:18]3)=[CH:10][CH:9]=2)[CH:5]=[CH:6][CH:7]=1.CN([P+]([O:41][N:42]1N=NC2C=CC=CC1=2)(N(C)C)N(C)C)C.F[P-](F)(F)(F)(F)F.CN1CCOCC1, predict the reaction product. The product is: [F:1][C:2]1[CH:3]=[C:4]([C:8]2[CH:9]=[CH:10][C:11]([CH2:14][O:15][CH2:16][CH:17]3[C:21](=[O:22])[N:20]([CH:23]([CH:27]([CH3:28])[CH3:29])[C:24]([NH:42][OH:41])=[O:25])[C:19](=[O:30])[NH:18]3)=[CH:12][CH:13]=2)[CH:5]=[CH:6][CH:7]=1. (4) The product is: [C:1]([S:5][CH2:6][C:7]1[CH:12]=[CH:11][C:10]([C:13]([C:18]2[CH:31]=[CH:30][C:21]([O:22][CH2:23][C@@H:24]([OH:35])[CH2:25][CH2:26][C:27]([OH:28])=[O:29])=[C:20]([CH3:32])[CH:19]=2)([CH2:14][CH3:15])[CH2:16][CH3:17])=[CH:9][C:8]=1[CH3:33])([CH3:4])([CH3:2])[CH3:3]. Given the reactants [C:1]([S:5][CH2:6][C:7]1[CH:12]=[CH:11][C:10]([C:13]([C:18]2[CH:31]=[CH:30][C:21]([O:22][CH2:23][C@H:24]3[O:28][C:27](=[O:29])[CH2:26][CH2:25]3)=[C:20]([CH3:32])[CH:19]=2)([CH2:16][CH3:17])[CH2:14][CH3:15])=[CH:9][C:8]=1[CH3:33])([CH3:4])([CH3:3])[CH3:2].C[O:35]C(=O)C1C=CC(C(CC)(C2C=CC(O)=C(C)C=2)CC)=CC=1C.[OH-].[K+], predict the reaction product. (5) The product is: [CH2:1]([O:3][C:4]([C:6]1[CH:7]=[N:8][C:9]2[C:14]([C:15]=1[NH:32][CH:29]1[CH2:28][CH2:27][N:26]([C:24]([O:23][C:19]([CH3:22])([CH3:21])[CH3:20])=[O:25])[CH2:31][CH2:30]1)=[CH:13][CH:12]=[CH:11][C:10]=2[O:17][CH3:18])=[O:5])[CH3:2]. Given the reactants [CH2:1]([O:3][C:4]([C:6]1[CH:7]=[N:8][C:9]2[C:14]([C:15]=1Cl)=[CH:13][CH:12]=[CH:11][C:10]=2[O:17][CH3:18])=[O:5])[CH3:2].[C:19]([O:23][C:24]([N:26]1[CH2:31][CH2:30][CH:29]([NH2:32])[CH2:28][CH2:27]1)=[O:25])([CH3:22])([CH3:21])[CH3:20], predict the reaction product. (6) Given the reactants [OH:1][C:2]1[CH:11]=[CH:10][C:5]([C:6]([O:8][CH3:9])=[O:7])=[CH:4][C:3]=1[C:12]#[C:13][Si:14]([CH3:17])([CH3:16])[CH3:15].C(NC(C)C)(C)C, predict the reaction product. The product is: [CH3:16][Si:14]([CH3:15])([CH3:17])[C:13]1[O:1][C:2]2[CH:11]=[CH:10][C:5]([C:6]([O:8][CH3:9])=[O:7])=[CH:4][C:3]=2[CH:12]=1.